This data is from Full USPTO retrosynthesis dataset with 1.9M reactions from patents (1976-2016). The task is: Predict the reactants needed to synthesize the given product. Given the product [Br:21][C:20]1[C:2]([NH:1][S:29]([CH3:28])(=[O:31])=[O:30])=[CH:3][C:4]2[O:8][C:7]([C:9]3[CH2:13][CH2:12][CH2:11][CH:10]=3)=[C:6]([C:14]([O:16][CH2:17][CH3:18])=[O:15])[C:5]=2[CH:19]=1, predict the reactants needed to synthesize it. The reactants are: [NH2:1][C:2]1[C:20]([Br:21])=[CH:19][C:5]2[C:6]([C:14]([O:16][CH2:17][CH3:18])=[O:15])=[C:7]([C:9]3[CH2:13][CH2:12][CH2:11][CH:10]=3)[O:8][C:4]=2[CH:3]=1.N1C=CC=CC=1.[CH3:28][S:29](Cl)(=[O:31])=[O:30].Cl.